This data is from Full USPTO retrosynthesis dataset with 1.9M reactions from patents (1976-2016). The task is: Predict the reactants needed to synthesize the given product. (1) The reactants are: Br[C:2]1[CH:3]=[C:4]2[N:10]([O:11][CH:12]([C:14]3[C:19]([Cl:20])=[CH:18][CH:17]=[C:16]([F:21])[C:15]=3[Cl:22])[CH3:13])[CH:9]=[CH:8][C:5]2=[N:6][CH:7]=1.[N:23]1[C:32]2[C:27](=[C:28](B(O)O)[CH:29]=[CH:30][CH:31]=2)[CH:26]=[CH:25][CH:24]=1. Given the product [Cl:22][C:15]1[C:16]([F:21])=[CH:17][CH:18]=[C:19]([Cl:20])[C:14]=1[CH:12]([O:11][N:10]1[C:4]2[C:5](=[N:6][CH:7]=[C:2]([C:28]3[CH:29]=[CH:30][CH:31]=[C:32]4[C:27]=3[CH:26]=[CH:25][CH:24]=[N:23]4)[CH:3]=2)[CH:8]=[CH:9]1)[CH3:13], predict the reactants needed to synthesize it. (2) Given the product [F:15][C:16]1[CH:17]=[C:18]([NH:19][CH:2]2[CH2:7][CH2:6][N:5]([C:8]([O:10][C:11]([CH3:14])([CH3:13])[CH3:12])=[O:9])[CH2:4][CH2:3]2)[CH:20]=[CH:21][CH:22]=1, predict the reactants needed to synthesize it. The reactants are: O=[C:2]1[CH2:7][CH2:6][N:5]([C:8]([O:10][C:11]([CH3:14])([CH3:13])[CH3:12])=[O:9])[CH2:4][CH2:3]1.[F:15][C:16]1[CH:17]=[C:18]([CH:20]=[CH:21][CH:22]=1)[NH2:19].C(O)(=O)C.C(O[BH-](OC(=O)C)OC(=O)C)(=O)C.[Na+]. (3) Given the product [CH3:14][O:15][C:16]1[CH:21]=[CH:20][CH:19]=[CH:18][C:17]=1[N:22]1[CH2:23][CH2:24][N:25]([CH2:28][CH2:29][CH2:30][C:31]([O:1][CH2:2][C:3]2[CH:12]=[C:11]3[C:6]([CH2:7][CH2:8][C:9](=[O:13])[NH:10]3)=[CH:5][CH:4]=2)=[O:32])[CH2:26][CH2:27]1, predict the reactants needed to synthesize it. The reactants are: [OH:1][CH2:2][C:3]1[CH:12]=[C:11]2[C:6]([CH2:7][CH2:8][C:9](=[O:13])[NH:10]2)=[CH:5][CH:4]=1.[CH3:14][O:15][C:16]1[CH:21]=[CH:20][CH:19]=[CH:18][C:17]=1[N:22]1[CH2:27][CH2:26][N:25]([CH2:28][CH2:29][CH2:30][C:31](O)=[O:32])[CH2:24][CH2:23]1. (4) Given the product [CH2:34]([N:17]1[C:18]2[CH:19]=[CH:20][C:12]([C:10]([N:7]3[CH2:8][CH2:9][CH:4]([CH3:3])[CH2:5][CH2:6]3)=[O:11])=[CH:13][C:14]=2[C:15]2[CH2:24][N:23]([C:25]([O:27][C:28]([CH3:30])([CH3:29])[CH3:31])=[O:26])[CH2:22][CH2:21][C:16]1=2)[CH:33]=[CH2:32], predict the reactants needed to synthesize it. The reactants are: [H-].[Na+].[CH3:3][CH:4]1[CH2:9][CH2:8][N:7]([C:10]([C:12]2[CH:20]=[CH:19][C:18]3[NH:17][C:16]4[CH2:21][CH2:22][N:23]([C:25]([O:27][C:28]([CH3:31])([CH3:30])[CH3:29])=[O:26])[CH2:24][C:15]=4[C:14]=3[CH:13]=2)=[O:11])[CH2:6][CH2:5]1.[CH2:32](Br)[CH:33]=[CH2:34].